This data is from Catalyst prediction with 721,799 reactions and 888 catalyst types from USPTO. The task is: Predict which catalyst facilitates the given reaction. Reactant: [NH2:1][C@H:2]([C:5]([OH:7])=[O:6])[CH2:3][SH:4].[OH-].[Na+].[CH:10]1([CH2:13]Br)[CH2:12][CH2:11]1.Cl. Product: [CH:10]1([CH2:13][S:4][CH2:3][C@@H:2]([C:5]([OH:7])=[O:6])[NH2:1])[CH2:12][CH2:11]1. The catalyst class is: 8.